The task is: Predict the reactants needed to synthesize the given product.. This data is from Full USPTO retrosynthesis dataset with 1.9M reactions from patents (1976-2016). (1) The reactants are: [C:1]1([C:7]2[S:11][C:10]([C:12]([O:14][CH2:15][CH3:16])=O)=[N:9][N:8]=2)[CH:6]=[CH:5][CH:4]=[CH:3][CH:2]=1.[CH3:17][O:18][C:19]1[CH:20]=[C:21]2[O:25][C:24]([C:26]3[N:27]=[C:28]4[N:32]([CH:33]=3)[N:31]=[C:30]([O:34][CH3:35])[S:29]4)=[CH:23][C:22]2=C(O)C=1.C1(P(C2C=CC=CC=2)C2C=CC=CC=2)C=CC=CC=1.N(C(OC(C)C)=O)=NC(OC(C)C)=O. Given the product [CH3:35][O:34][C:30]1[S:29][C:28]2=[N:27][C:26]([C:24]3[O:25][C:21]4[CH:20]=[C:19]([O:18][CH3:17])[CH:16]=[C:15]([O:14][CH2:12][C:10]5[S:11][C:7]([C:1]6[CH:6]=[CH:5][CH:4]=[CH:3][CH:2]=6)=[N:8][N:9]=5)[C:22]=4[CH:23]=3)=[CH:33][N:32]2[N:31]=1, predict the reactants needed to synthesize it. (2) Given the product [CH3:1][O:2][C:3]1[CH:4]=[C:5]([CH:6]=[CH:7][CH:8]=1)[O:9][C:17]1[CH:24]=[CH:23][C:20]([C:21]#[N:22])=[CH:19][CH:18]=1, predict the reactants needed to synthesize it. The reactants are: [CH3:1][O:2][C:3]1[CH:4]=[C:5]([OH:9])[CH:6]=[CH:7][CH:8]=1.C(=O)([O-])[O-].[K+].[K+].F[C:17]1[CH:24]=[CH:23][C:20]([C:21]#[N:22])=[CH:19][CH:18]=1. (3) Given the product [CH2:11]([O:1][C:2]1[CH:7]=[CH:6][C:5]([C:8](=[O:10])[CH3:9])=[CH:4][CH:3]=1)[CH2:12][CH2:13][CH2:14][CH3:15], predict the reactants needed to synthesize it. The reactants are: [OH:1][C:2]1[CH:7]=[CH:6][C:5]([C:8](=[O:10])[CH3:9])=[CH:4][CH:3]=1.[CH2:11](Br)[CH2:12][CH2:13][CH2:14][CH3:15].CN(C)C=O.C(=O)([O-])[O-].[K+].[K+]. (4) Given the product [N:1]1([S:6]([NH2:9])(=[O:8])=[O:7])[CH2:5][CH2:4][CH2:3][CH2:2]1, predict the reactants needed to synthesize it. The reactants are: [N:1]1([S:6]([NH:9]C(=O)OCC2C=CC=CC=2)(=[O:8])=[O:7])[CH2:5][CH2:4][CH2:3][CH2:2]1. (5) Given the product [Br:1][C:2]1[C:3](=[O:28])[N:4]([CH2:19][C:20]2[CH:25]=[N:24][C:23]([CH2:26][O:27][CH2:34][CH2:33][O:32][CH3:31])=[CH:22][N:21]=2)[C:5]([CH3:18])=[CH:6][C:7]=1[O:8][CH2:9][C:10]1[CH:15]=[CH:14][C:13]([F:16])=[CH:12][C:11]=1[F:17], predict the reactants needed to synthesize it. The reactants are: [Br:1][C:2]1[C:3](=[O:28])[N:4]([CH2:19][C:20]2[CH:25]=[N:24][C:23]([CH2:26][OH:27])=[CH:22][N:21]=2)[C:5]([CH3:18])=[CH:6][C:7]=1[O:8][CH2:9][C:10]1[CH:15]=[CH:14][C:13]([F:16])=[CH:12][C:11]=1[F:17].[H-].[Na+].[CH3:31][O:32][CH2:33][CH2:34]Br. (6) Given the product [CH3:25][O:24][C:21]1[N:20]=[N:19][C:18]([N:8]2[C:9]([C:11]3[CH:16]=[CH:15][C:14]([CH3:17])=[CH:13][N:12]=3)=[CH:10][C:6]([C:4]([OH:5])=[O:3])=[N:7]2)=[CH:23][CH:22]=1, predict the reactants needed to synthesize it. The reactants are: C([O:3][C:4]([C:6]1[CH:10]=[C:9]([C:11]2[CH:16]=[CH:15][C:14]([CH3:17])=[CH:13][N:12]=2)[N:8]([C:18]2[N:19]=[N:20][C:21]([O:24][CH3:25])=[CH:22][CH:23]=2)[N:7]=1)=[O:5])C.C[O-].[Na+].C(OCC)C.O. (7) Given the product [C:6]1([S:12]([NH:15][C:16]2[CH:17]=[C:18]([C@@H:22]([OH:42])[CH2:23][NH:24][C:25]([CH3:40])([CH3:41])[CH2:26][CH2:27][N:28]3[C:36]4[C:31](=[CH:32][C:33]([C:37]([O:39][CH2:44][C:45](=[O:46])[N:47]([CH3:49])[CH3:48])=[O:38])=[CH:34][CH:35]=4)[CH:30]=[CH:29]3)[CH:19]=[CH:20][CH:21]=2)(=[O:14])=[O:13])[CH:11]=[CH:10][CH:9]=[CH:8][CH:7]=1, predict the reactants needed to synthesize it. The reactants are: C(=O)([O-])O.[K+].[C:6]1([S:12]([NH:15][C:16]2[CH:17]=[C:18]([C@@H:22]([OH:42])[CH2:23][NH:24][C:25]([CH3:41])([CH3:40])[CH2:26][CH2:27][N:28]3[C:36]4[C:31](=[CH:32][C:33]([C:37]([OH:39])=[O:38])=[CH:34][CH:35]=4)[CH:30]=[CH:29]3)[CH:19]=[CH:20][CH:21]=2)(=[O:14])=[O:13])[CH:11]=[CH:10][CH:9]=[CH:8][CH:7]=1.Cl[CH2:44][C:45]([N:47]([CH3:49])[CH3:48])=[O:46]. (8) Given the product [Cl:23][C:15]1[CH:14]=[C:13]([C:11]2[O:10][N:9]=[C:8]([C:4]3[C:3]([O:24][CH3:25])=[C:2]([CH2:50][CH2:51][C:52]([O:54][CH2:55][CH3:56])=[O:53])[CH:7]=[CH:6][CH:5]=3)[N:12]=2)[CH:18]=[CH:17][C:16]=1[O:19][CH:20]([CH3:22])[CH3:21], predict the reactants needed to synthesize it. The reactants are: Br[C:2]1[C:3]([O:24][CH3:25])=[C:4]([C:8]2[N:12]=[C:11]([C:13]3[CH:18]=[CH:17][C:16]([O:19][CH:20]([CH3:22])[CH3:21])=[C:15]([Cl:23])[CH:14]=3)[O:10][N:9]=2)[CH:5]=[CH:6][CH:7]=1.CC1C=CC=CC=1P(C1C=CC=CC=1C)C1C=CC=CC=1C.Br[Zn][CH2:50][CH2:51][C:52]([O:54][CH2:55][CH3:56])=[O:53].